From a dataset of Forward reaction prediction with 1.9M reactions from USPTO patents (1976-2016). Predict the product of the given reaction. (1) The product is: [CH3:15][O:14][CH:13]([O:16][CH3:17])[C:12]1[CH:11]=[CH:10][N:7]=[C:4]([S:5][CH2:21][CH2:22][CH2:23][O:24][CH3:25])[N:6]=1. Given the reactants C[O-].[Na+].[C:4]([NH2:7])([NH2:6])=[S:5].CN(C)/[CH:10]=[CH:11]/[C:12](=O)[CH:13]([O:16][CH3:17])[O:14][CH3:15].Br[CH2:21][CH2:22][CH2:23][O:24][CH3:25], predict the reaction product. (2) Given the reactants Cl[C:2]1[CH:3]=[C:4]([C:18]2[N:23]=[C:22]([CH3:24])[N:21]=[C:20]([NH2:25])[N:19]=2)[C:5]([NH:8][C:9]2[CH:10]=[N:11][C:12]([O:16][CH3:17])=[C:13]([F:15])[CH:14]=2)=[N:6][CH:7]=1.C(=O)([O-])[O-].[K+].[K+].O.[CH3:33][C:34]1([CH3:45])[C:38](C)(C)OB(C=C(C)C)O1, predict the reaction product. The product is: [F:15][C:13]1[CH:14]=[C:9]([NH:8][C:5]2[C:4]([C:18]3[N:23]=[C:22]([CH3:24])[N:21]=[C:20]([NH2:25])[N:19]=3)=[CH:3][C:2]([CH:33]=[C:34]([CH3:45])[CH3:38])=[CH:7][N:6]=2)[CH:10]=[N:11][C:12]=1[O:16][CH3:17]. (3) Given the reactants [Cl:1][C:2]1[CH:7]=[C:6]([Cl:8])[CH:5]=[CH:4][C:3]=1[N:9]1[C:17]2[CH2:16][CH2:15][N:14]([N:18]3[CH2:23][CH2:22][CH2:21][CH2:20][CH2:19]3)[C:13](=[O:24])[C:12]=2[C:11]([CH3:25])=[C:10]1[C:26]1[CH:31]=[CH:30][C:29]([CH:32]=[CH:33][CH2:34][CH2:35][C:36]([F:39])([F:38])[F:37])=[CH:28][CH:27]=1, predict the reaction product. The product is: [Cl:1][C:2]1[CH:7]=[C:6]([Cl:8])[CH:5]=[CH:4][C:3]=1[N:9]1[C:17]2[CH2:16][CH2:15][N:14]([N:18]3[CH2:19][CH2:20][CH2:21][CH2:22][CH2:23]3)[C:13](=[O:24])[C:12]=2[C:11]([CH3:25])=[C:10]1[C:26]1[CH:31]=[CH:30][C:29]([CH2:32][CH2:33][CH2:34][CH2:35][C:36]([F:38])([F:39])[F:37])=[CH:28][CH:27]=1.